Dataset: Reaction yield outcomes from USPTO patents with 853,638 reactions. Task: Predict the reaction yield, written as a fraction of the theoretical maximum amount of product (1.0 means a 100% yield; for example, 0.34 means a 34% yield). (1) The reactants are Cl[C:2]1[C:10]2[N:9]=[C:8]3[N:11]([C:15]4[C:16]([CH3:24])=[N:17][C:18]([O:22][CH3:23])=[N:19][C:20]=4[CH3:21])[CH2:12][CH2:13][CH2:14][N:7]3[C:6]=2[C:5]([CH:25]([O:30][CH:31]([F:33])[F:32])[C:26]([F:29])([F:28])[F:27])=[CH:4][CH:3]=1. The catalyst is C(O)(=O)C.[Pd]. The product is [F:33][CH:31]([F:32])[O:30][CH:25]([C:5]1[C:6]2[N:7]3[CH2:14][CH2:13][CH2:12][N:11]([C:15]4[C:20]([CH3:21])=[N:19][C:18]([O:22][CH3:23])=[N:17][C:16]=4[CH3:24])[C:8]3=[N:9][C:10]=2[CH:2]=[CH:3][CH:4]=1)[C:26]([F:29])([F:28])[F:27]. The yield is 0.700. (2) The reactants are [CH3:1][O:2][C:3]1[CH:43]=[C:42]([O:44][CH3:45])[CH:41]=[CH:40][C:4]=1[CH2:5][NH:6][C:7]1[C:8]2[CH:15]=[CH:14][N:13]([C@H:16]3[C@@H:20]4[O:21][C:22]([CH3:25])([CH3:24])[O:23][C@@H:19]4[C@@H:18]([CH2:26][N:27]([CH:37]([CH3:39])[CH3:38])[CH:28]4[CH2:31][CH:30]([CH2:32][CH2:33][C:34](O)=[O:35])[CH2:29]4)[O:17]3)[C:9]=2[N:10]=[CH:11][N:12]=1.FC(F)(F)O[C:49]1[CH:50]=[C:51]([NH2:56])[C:52]([NH2:55])=[CH:53][CH:54]=1.CN(C(ON1N=NC2[CH:70]=[CH:71][CH:72]=NC1=2)=[N+](C)C)C.F[P-](F)(F)(F)(F)F.[CH:83]1C=NC2N(O)N=NC=2C=1. The catalyst is C(Cl)Cl. The product is [NH2:56][C:51]1[CH:50]=[C:49]([C:71]([CH3:70])([CH3:72])[CH3:83])[CH:54]=[CH:53][C:52]=1[NH:55][C:34](=[O:35])[CH2:33][CH2:32][CH:30]1[CH2:29][CH:28]([N:27]([CH2:26][C@@H:18]2[C@@H:19]3[C@@H:20]([O:21][C:22]([CH3:24])([CH3:25])[O:23]3)[C@H:16]([N:13]3[C:9]4[N:10]=[CH:11][N:12]=[C:7]([NH:6][CH2:5][C:4]5[CH:40]=[CH:41][C:42]([O:44][CH3:45])=[CH:43][C:3]=5[O:2][CH3:1])[C:8]=4[CH:15]=[CH:14]3)[O:17]2)[CH:37]([CH3:39])[CH3:38])[CH2:31]1. The yield is 0.670. (3) The reactants are C([O:3][C:4](=O)[CH2:5][N:6]1[CH2:11][CH2:10][CH2:9][CH2:8][CH:7]1[CH3:12])C.[H-].[Al+3].[Li+].[H-].[H-].[H-]. The catalyst is C1COCC1. The product is [CH3:12][CH:7]1[CH2:8][CH2:9][CH2:10][CH2:11][N:6]1[CH2:5][CH2:4][OH:3]. The yield is 0.900. (4) The reactants are [NH:1]([C:8]1[N:9]([C:21]2[CH:26]=[CH:25][CH:24]=[CH:23][CH:22]=2)[C:10]2[C:15]([C:16](=[O:18])[CH:17]=1)=[C:14](Cl)[N:13]=[C:12]([CH3:20])[CH:11]=2)[C:2]1[CH:7]=[CH:6][CH:5]=[CH:4][CH:3]=1.[C:27]([O-:30])([O-])=[O:28].[Cs+].[Cs+].[CH3:33][CH2:34]O. The catalyst is CN(C=O)C.CC([O-])=O.CC([O-])=O.[Pd+2].C1C=CC(P(C2C=CC=CC=2)CCCP(C2C=CC=CC=2)C2C=CC=CC=2)=CC=1. The product is [NH:1]([C:8]1[N:9]([C:21]2[CH:26]=[CH:25][CH:24]=[CH:23][CH:22]=2)[C:10]2[CH:11]=[C:12]([CH3:20])[N:13]=[C:14]([C:27]([O:30][CH2:33][CH3:34])=[O:28])[C:15]=2[C:16](=[O:18])[CH:17]=1)[C:2]1[CH:7]=[CH:6][CH:5]=[CH:4][CH:3]=1. The yield is 0.710. (5) The reactants are [CH2:1]([O:3][C:4](=[O:11])[C:5]([N:7](C=O)[NH2:8])=[NH:6])[CH3:2].[CH3:12]OCCOCCOC. No catalyst specified. The product is [CH2:1]([O:3][C:4]([C:5]1[N:6]=[CH:12][NH:8][N:7]=1)=[O:11])[CH3:2]. The yield is 0.850. (6) The reactants are Cl[C:2]1[CH:3]=[C:4]2[C:9](=[CH:10][N:11]=1)[NH:8][C:7]([C:12]1[CH:17]=[CH:16][CH:15]=[CH:14][C:13]=1[Cl:18])=[CH:6][C:5]2=[O:19].[CH:20]1([C:23]([NH2:25])=[O:24])[CH2:22][CH2:21]1.CC(C1C=C(C(C)C)C(C2C(P(C3CCCCC3)C3CCCCC3)=C(OC)C=CC=2OC)=C(C(C)C)C=1)C.C(=O)([O-])[O-].[Cs+].[Cs+]. The catalyst is O1CCOCC1.[Cl-].[Na+].O.CC(C1C=C(C(C)C)C(C2C(P(C3CCCCC3)C3CCCCC3)=C(OC)C=CC=2OC)=C(C(C)C)C=1)C.C1C=[C-]C(CCN)=CC=1.Cl[Pd+].O. The product is [Cl:18][C:13]1[CH:14]=[CH:15][CH:16]=[CH:17][C:12]=1[C:7]1[NH:8][C:9]2[C:4]([C:5](=[O:19])[CH:6]=1)=[CH:3][C:2]([NH:25][C:23]([CH:20]1[CH2:22][CH2:21]1)=[O:24])=[N:11][CH:10]=2. The yield is 0.0620.